Dataset: Full USPTO retrosynthesis dataset with 1.9M reactions from patents (1976-2016). Task: Predict the reactants needed to synthesize the given product. (1) Given the product [C:41]([O:45][C:46](=[O:78])[NH:47][C:48]1([C:52]2[CH:57]=[CH:56][C:55]([C:58]3[C:67](=[O:68])[C:66]4[C:61](=[C:62]([C:33]5[CH:29]=[N:30][NH:31][CH:32]=5)[C:63]([O:69][CH3:70])=[CH:64][CH:65]=4)[O:60][C:59]=3[C:72]3[CH:77]=[CH:76][CH:75]=[CH:74][CH:73]=3)=[CH:54][CH:53]=2)[CH2:51][CH2:50][CH2:49]1)([CH3:44])([CH3:43])[CH3:42], predict the reactants needed to synthesize it. The reactants are: C(OC(=O)NC1(C2C=CC(C3C(=O)C4C(=CC([C:29]5[NH:30][N:31]=[CH:32][CH:33]=5)=CC=4)OC=3C3C=CC=CC=3)=CC=2)CCC1)(C)(C)C.[C:41]([O:45][C:46](=[O:78])[NH:47][C:48]1([C:52]2[CH:57]=[CH:56][C:55]([C:58]3[C:67](=[O:68])[C:66]4[C:61](=[C:62](Br)[C:63]([O:69][CH3:70])=[CH:64][CH:65]=4)[O:60][C:59]=3[C:72]3[CH:77]=[CH:76][CH:75]=[CH:74][CH:73]=3)=[CH:54][CH:53]=2)[CH2:51][CH2:50][CH2:49]1)([CH3:44])([CH3:43])[CH3:42].CC1(C)C(C)(C)OB(C2C=NNC=2)O1. (2) Given the product [C:27]([N:31]1[C:13]([C:10]2[CH:11]=[CH:12][C:7]([CH:1]3[CH2:6][CH2:5][CH2:4][CH2:3][CH2:2]3)=[CH:8][CH:9]=2)=[CH:14][C:15]([C:16]([O:18][CH2:19][CH3:20])=[O:17])=[N:32]1)([CH3:30])([CH3:29])[CH3:28], predict the reactants needed to synthesize it. The reactants are: [CH:1]1([C:7]2[CH:12]=[CH:11][C:10]([C:13](=O)[CH2:14][C:15](=O)[C:16]([O:18][CH2:19][CH3:20])=[O:17])=[CH:9][CH:8]=2)[CH2:6][CH2:5][CH2:4][CH2:3][CH2:2]1.C(O)C.Cl.[C:27]([NH:31][NH2:32])([CH3:30])([CH3:29])[CH3:28].Cl. (3) Given the product [CH3:14][C:15]1[N:19]([C:20]2[CH:25]=[CH:24][C:23]([C:26]([F:28])([F:29])[F:27])=[CH:22][N:21]=2)[N:18]=[CH:17][C:16]=1[C:30]([NH:32][C:33]1[CH:34]=[N:35][C:36]([CH:40]2[CH2:41][CH2:42][N:43]([C:6](=[O:11])[C:7]([F:8])([F:9])[F:10])[CH2:44][CH2:45]2)=[C:37]([CH3:39])[CH:38]=1)=[O:31], predict the reactants needed to synthesize it. The reactants are: [F:8][C:7]([F:10])([F:9])[C:6](O[C:6](=[O:11])[C:7]([F:10])([F:9])[F:8])=[O:11].[CH3:14][C:15]1[N:19]([C:20]2[CH:25]=[CH:24][C:23]([C:26]([F:29])([F:28])[F:27])=[CH:22][N:21]=2)[N:18]=[CH:17][C:16]=1[C:30]([NH:32][C:33]1[CH:34]=[N:35][C:36]([CH:40]2[CH2:45][CH2:44][NH:43][CH2:42][CH2:41]2)=[C:37]([CH3:39])[CH:38]=1)=[O:31].C(N(CC)CC)C.O. (4) Given the product [Cl:16][C:17]1[CH:18]=[CH:19][CH:20]=[C:21]2[C:25]=1[NH:24][CH:23]=[C:22]2[CH2:26][CH2:27][CH2:28][NH:1][CH:2]1[CH2:11][C:10]2[C:9]([C:12]([NH2:14])=[O:13])=[CH:8][CH:7]=[C:6]([F:15])[C:5]=2[O:4][CH2:3]1, predict the reactants needed to synthesize it. The reactants are: [NH2:1][CH:2]1[CH2:11][C:10]2[C:9]([C:12]([NH2:14])=[O:13])=[CH:8][CH:7]=[C:6]([F:15])[C:5]=2[O:4][CH2:3]1.[Cl:16][C:17]1[CH:18]=[CH:19][CH:20]=[C:21]2[C:25]=1[NH:24][CH:23]=[C:22]2[CH2:26][CH2:27][CH:28]=O.C(O)(=O)C.C([BH3-])#N.[Na+].